This data is from Full USPTO retrosynthesis dataset with 1.9M reactions from patents (1976-2016). The task is: Predict the reactants needed to synthesize the given product. (1) Given the product [OH:8][C@H:7]1[C@H:6]([OH:9])[C@@H:5]([OH:10])[CH2:4][CH2:3][C:2]1=[O:1], predict the reactants needed to synthesize it. The reactants are: [OH:1][C@@H:2]1[C@@H:7]([OH:8])[C@H:6]([OH:9])[C:5](=[O:10])[CH:4]=[CH:3]1.[H][H]. (2) The reactants are: [C:1]1(=[O:7])[O:6][C:4](=[O:5])[CH:3]=[CH:2]1.[NH2:8][C:9]1[CH:16]=[CH:15][C:12]([C:13]#[N:14])=[C:11]([NH:17][CH:18]2[CH2:23][CH2:22][CH:21]([OH:24])[CH2:20][CH2:19]2)[CH:10]=1.[C:25]1(=O)[CH2:30][CH2:29][CH2:28][CH2:27][CH2:26]1. Given the product [C:13]([C:12]1[CH:15]=[CH:16][C:9]([N:8]2[CH:30]3[C:25]([CH2:26][CH2:27][CH2:28][CH2:29]3)=[C:3]([CH2:2][C:1]([OH:6])=[O:7])[C:4]2=[O:5])=[CH:10][C:11]=1[NH:17][CH:18]1[CH2:23][CH2:22][CH:21]([OH:24])[CH2:20][CH2:19]1)#[N:14], predict the reactants needed to synthesize it. (3) Given the product [CH3:25][O:24][C:14]1[CH:13]=[C:12]([O:11][CH2:10][C:9]2[S:8][C:7]([C:26]3[CH:31]=[CH:30][C:29]([C:32]([F:35])([F:34])[F:33])=[CH:28][CH:27]=3)=[N:6][C:5]=2[CH2:4][CH2:3][CH2:2][N:38]2[CH2:39][CH2:40][S:44][CH2:37][CH2:36]2)[CH:17]=[CH:16][C:15]=1[C:18]1[NH:22][C:21](=[O:23])[O:20][N:19]=1, predict the reactants needed to synthesize it. The reactants are: O[CH2:2][CH2:3][CH2:4][C:5]1[N:6]=[C:7]([C:26]2[CH:31]=[CH:30][C:29]([C:32]([F:35])([F:34])[F:33])=[CH:28][CH:27]=2)[S:8][C:9]=1[CH2:10][O:11][C:12]1[CH:17]=[CH:16][C:15]([C:18]2[NH:22][C:21](=[O:23])[O:20][N:19]=2)=[C:14]([O:24][CH3:25])[CH:13]=1.[CH2:36]([N:38](CC)[CH2:39][CH3:40])[CH3:37].C[S:44](Cl)(=O)=O. (4) Given the product [Cl:10][C:6]1[CH:7]=[CH:8][CH:9]=[C:4]([Cl:3])[C:5]=1[N:11]1[CH:39]=[CH:38][C:14]2[N:15]=[C:16]([NH:19][C:20]3[CH:21]=[CH:22][C:23]([N:26]4[CH2:27][CH2:28][N:29]([CH2:32][C:33]([OH:35])=[O:34])[CH2:30][CH2:31]4)=[CH:24][CH:25]=3)[N:17]=[CH:18][C:13]=2[C:12]1=[O:40], predict the reactants needed to synthesize it. The reactants are: [OH-].[Li+].[Cl:3][C:4]1[CH:9]=[CH:8][CH:7]=[C:6]([Cl:10])[C:5]=1[N:11]1[CH:39]=[CH:38][C:14]2[N:15]=[C:16]([NH:19][C:20]3[CH:25]=[CH:24][C:23]([N:26]4[CH2:31][CH2:30][N:29]([CH2:32][C:33]([O:35]CC)=[O:34])[CH2:28][CH2:27]4)=[CH:22][CH:21]=3)[N:17]=[CH:18][C:13]=2[C:12]1=[O:40].O.Cl. (5) Given the product [S:16]([O:15][CH2:14][C@@:13]12[CH2:20][O:21][C@@H:10]([C@H:11]([N:22]3[CH:29]=[C:28]([CH3:30])[C:26](=[O:27])[NH:25][C:23]3=[O:24])[O:12]1)[C@@H:9]2[OH:8])([CH3:19])(=[O:17])=[O:18], predict the reactants needed to synthesize it. The reactants are: C([O:8][C@@H:9]1[C@@:13]2([CH2:20][O:21][C@H:10]1[C@H:11]([N:22]1[CH:29]=[C:28]([CH3:30])[C:26](=[O:27])[NH:25][C:23]1=[O:24])[O:12]2)[CH2:14][O:15][S:16]([CH3:19])(=[O:18])=[O:17])C1C=CC=CC=1.C1CCCCC=1.